This data is from Peptide-MHC class I binding affinity with 185,985 pairs from IEDB/IMGT. The task is: Regression. Given a peptide amino acid sequence and an MHC pseudo amino acid sequence, predict their binding affinity value. This is MHC class I binding data. (1) The peptide sequence is ILDIAGFEI. The MHC is HLA-A02:01 with pseudo-sequence HLA-A02:01. The binding affinity (normalized) is 0.843. (2) The peptide sequence is ATIEAVLAK. The MHC is HLA-B08:01 with pseudo-sequence HLA-B08:01. The binding affinity (normalized) is 0.0847. (3) The peptide sequence is HTAITQVRNL. The MHC is HLA-A26:01 with pseudo-sequence HLA-A26:01. The binding affinity (normalized) is 0.286. (4) The MHC is HLA-B07:02 with pseudo-sequence HLA-B07:02. The peptide sequence is YPAEITLTW. The binding affinity (normalized) is 0.538. (5) The peptide sequence is KTMVAFIRK. The MHC is HLA-A26:01 with pseudo-sequence HLA-A26:01. The binding affinity (normalized) is 0.0847. (6) The MHC is HLA-B45:01 with pseudo-sequence HLA-B45:01. The binding affinity (normalized) is 0.344. The peptide sequence is YEQQTVNST. (7) The peptide sequence is IRHENRMVL. The MHC is HLA-B35:01 with pseudo-sequence HLA-B35:01. The binding affinity (normalized) is 0.0847. (8) The MHC is HLA-B57:01 with pseudo-sequence HLA-B57:01. The peptide sequence is TTEDMLAVW. The binding affinity (normalized) is 0.685. (9) The binding affinity (normalized) is 0.660. The peptide sequence is RQYTAFTLPSV. The MHC is Mamu-B08 with pseudo-sequence Mamu-B08.